This data is from Catalyst prediction with 721,799 reactions and 888 catalyst types from USPTO. The task is: Predict which catalyst facilitates the given reaction. Reactant: [F:1][C:2]1[CH:3]=[CH:4][C:5]([NH:18][C:19]([C:21]2[CH:26]=[CH:25][C:24](F)=[CH:23][N:22]=2)=[O:20])=[C:6]([CH:17]=1)[C:7]([NH:9][C:10]1[CH:15]=[CH:14][C:13]([Cl:16])=[CH:12][N:11]=1)=[O:8].[CH3:28][S:29](C)=O.C[S-].[Na+]. Product: [F:1][C:2]1[CH:3]=[CH:4][C:5]([NH:18][C:19]([C:21]2[CH:26]=[CH:25][C:24]([S:29][CH3:28])=[CH:23][N:22]=2)=[O:20])=[C:6]([CH:17]=1)[C:7]([NH:9][C:10]1[CH:15]=[CH:14][C:13]([Cl:16])=[CH:12][N:11]=1)=[O:8]. The catalyst class is: 6.